Dataset: Catalyst prediction with 721,799 reactions and 888 catalyst types from USPTO. Task: Predict which catalyst facilitates the given reaction. (1) Reactant: [NH2:1][C:2]1[C:7](Br)=[CH:6][CH:5]=[CH:4][N:3]=1.O(CC)[C:10]([S-:12])=S.[K+].[ClH:16]. Product: [Cl:16][C:10]1[S:12][C:7]2[C:2]([N:1]=1)=[N:3][CH:4]=[CH:5][CH:6]=2. The catalyst class is: 3. (2) Reactant: [Br:1][C:2]1[CH:24]=[CH:23][C:22]([F:25])=[CH:21][C:3]=1[O:4][CH:5]1[CH2:10][CH2:9][N:8]([C:11]2[S:12][C:13]3[CH:18]=[N:17][C:16]([SH:19])=[N:15][C:14]=3[N:20]=2)[CH2:7][CH2:6]1.C(=O)([O-])[O-:27].[K+].[K+].CN(C=O)C.Br[CH2:38][C:39]([O:41][CH2:42][CH3:43])=[O:40]. Product: [Br:1][C:2]1[CH:24]=[CH:23][C:22]([F:25])=[CH:21][C:3]=1[O:4][CH:5]1[CH2:10][CH2:9][N:8]([C:11]2[S:12][C:13]3[C:18](=[O:27])[NH:17][C:16]([S:19][CH2:38][C:39]([O:41][CH2:42][CH3:43])=[O:40])=[N:15][C:14]=3[N:20]=2)[CH2:7][CH2:6]1. The catalyst class is: 6. (3) Reactant: [C:9](O[C:9]([O:11][C:12]([CH3:15])([CH3:14])[CH3:13])=[O:10])([O:11][C:12]([CH3:15])([CH3:14])[CH3:13])=[O:10].[CH3:16][CH:17]1[CH2:22][CH2:21][CH2:20][CH2:19][N:18]1[C:23]1[CH:28]=[CH:27][N:26]=[CH:25][C:24]=1[NH2:29].[NH4+].[Cl-]. Product: [C:12]([O:11][C:9](=[O:10])[NH:29][C:24]1[CH:25]=[N:26][CH:27]=[CH:28][C:23]=1[N:18]1[CH2:19][CH2:20][CH2:21][CH2:22][CH:17]1[CH3:16])([CH3:13])([CH3:14])[CH3:15]. The catalyst class is: 79.